From a dataset of Reaction yield outcomes from USPTO patents with 853,638 reactions. Predict the reaction yield, written as a fraction of the theoretical maximum amount of product (1.0 means a 100% yield; for example, 0.34 means a 34% yield). (1) The reactants are [CH3:1][C@:2]1(CN2CCN(C(OC(C)(C)C)=O)CC2)[O:6][C:5]2=[N:7][C:8]([N+:10]([O-:12])=[O:11])=[CH:9][N:4]2[CH2:3]1.FC(F)(F)C(O)=O.C(N(CC)CC)C.C1(C2C=CC(C=O)=CC=2)C=CC=CC=1.[B-]C#N.[Na+].C(O)(=O)C. No catalyst specified. The product is [CH3:1][CH:2]1[O:6][C:5]2=[N:7][C:8]([N+:10]([O-:12])=[O:11])=[CH:9][N:4]2[CH2:3]1. The yield is 0.570. (2) The reactants are [Cl:1][C:2]1[CH:7]=[C:6]([Cl:8])[C:5]([Cl:9])=[CH:4][C:3]=1[OH:10].C(=O)([O-])[O-].[K+].[K+].C([O:19][C:20](=[O:27])[CH2:21][CH2:22][CH2:23][CH2:24][CH2:25]Br)C. The catalyst is CN(C)C=O. The product is [Cl:1][C:2]1[CH:7]=[C:6]([Cl:8])[C:5]([Cl:9])=[CH:4][C:3]=1[O:10][CH2:25][CH2:24][CH2:23][CH2:22][CH2:21][C:20]([OH:27])=[O:19]. The yield is 0.850. (3) The reactants are [CH3:1][O:2][C:3]1[NH:4][C:5](=[O:27])[C:6]([CH2:12][C:13]2[CH:18]=[CH:17][C:16]([C:19]3[C:20]([C:25]#[N:26])=[CH:21][CH:22]=[CH:23][CH:24]=3)=[CH:15][CH:14]=2)=[C:7]([CH2:9][CH2:10][CH3:11])[N:8]=1.[CH3:28][C:29]1([CH3:41])[CH2:33][C:32]2[CH:34]=[C:35](B(O)O)[CH:36]=[CH:37][C:31]=2[O:30]1.C(N(CC)CC)C.N1C=CC=CC=1. The catalyst is ClCCl.C(OCC)(=O)C.C([O-])(=O)C.[Cu+2].C([O-])(=O)C. The product is [CH3:28][C:29]1([CH3:41])[CH2:33][C:32]2[CH:34]=[C:35]([N:4]3[C:5](=[O:27])[C:6]([CH2:12][C:13]4[CH:18]=[CH:17][C:16]([C:19]5[C:20]([C:25]#[N:26])=[CH:21][CH:22]=[CH:23][CH:24]=5)=[CH:15][CH:14]=4)=[C:7]([CH2:9][CH2:10][CH3:11])[N:8]=[C:3]3[O:2][CH3:1])[CH:36]=[CH:37][C:31]=2[O:30]1. The yield is 0.510.